This data is from Full USPTO retrosynthesis dataset with 1.9M reactions from patents (1976-2016). The task is: Predict the reactants needed to synthesize the given product. (1) Given the product [C:1]([O:5][C:6]([N:8]([CH3:23])[CH2:9][C:10]([C:17]1[CH2:18][CH2:19][CH2:20][CH2:21][CH:22]=1)([CH3:16])[C:11]([O:13][CH2:14][CH3:15])=[O:12])=[O:7])([CH3:2])([CH3:3])[CH3:4], predict the reactants needed to synthesize it. The reactants are: [C:1]([O:5][C:6]([NH:8][CH2:9][C:10]([CH:17]1[CH2:22][CH2:21][CH2:20][CH2:19][CH2:18]1)([CH3:16])[C:11]([O:13][CH2:14][CH3:15])=[O:12])=[O:7])([CH3:4])([CH3:3])[CH3:2].[C:23](OC(NCC(C1CCCCC=1)(C)C(OCC)=O)=O)(C)(C)C.CI.[H-].[Na+]. (2) Given the product [CH3:1][O:2][C:3]([C:5]1[N:6]=[C:7]2[C:12]([C:13]([F:16])([F:15])[F:14])=[CH:11][C:10]([C:30]3[CH:31]=[N:27][NH:28][CH:29]=3)=[CH:9][N:8]2[C:18]=1[C:30]1[CH:31]=[N:27][NH:28][CH:29]=1)=[O:4], predict the reactants needed to synthesize it. The reactants are: [CH3:1][O:2][C:3]([C:5]1[N:6]=[C:7]2[C:12]([C:13]([F:16])([F:15])[F:14])=[CH:11][C:10](Br)=[CH:9][N:8]2[C:18]=1Cl)=[O:4].C(OC([N:27]1[CH:31]=[C:30](B2OC(C)(C)C(C)(C)O2)[CH:29]=[N:28]1)=O)(C)(C)C.C([O-])(O)=O.[Na+]. (3) Given the product [NH2:29][C:27]1[N:26]=[CH:25][N:24]=[C:23]2[N:22]([CH:2]([C:4]3[CH:5]=[C:6]4[N:11]([C:12]=3[N:13]3[CH2:17][CH2:16][CH2:15][C:14]3=[O:18])[CH:10]=[CH:9][CH:8]=[CH:7]4)[CH3:3])[N:21]=[C:20]([I:19])[C:28]=12, predict the reactants needed to synthesize it. The reactants are: O[CH:2]([C:4]1[CH:5]=[C:6]2[N:11]([C:12]=1[N:13]1[CH2:17][CH2:16][CH2:15][C:14]1=[O:18])[CH:10]=[CH:9][CH:8]=[CH:7]2)[CH3:3].[I:19][C:20]1[C:28]2[C:23](=[N:24][CH:25]=[N:26][C:27]=2[NH2:29])[NH:22][N:21]=1.C1C=CC(P(C2C=CC=CC=2)C2C=CC=CC=2)=CC=1.CC(OC(/N=N/C(OC(C)C)=O)=O)C. (4) Given the product [CH3:14][C:12]1[C:11]([C:15]([F:16])([F:17])[F:18])=[CH:10][C:9]2[NH:19][C:20](=[O:36])[CH2:21][C:22]([C:23]3[CH:28]=[CH:27][CH:26]=[C:25]([C:29]4[CH:34]=[N:33][CH:32]=[CH:31][N:30]=4)[CH:24]=3)=[N:7][C:8]=2[CH:13]=1, predict the reactants needed to synthesize it. The reactants are: C(OC(=O)[NH:7][C:8]1[CH:13]=[C:12]([CH3:14])[C:11]([C:15]([F:18])([F:17])[F:16])=[CH:10][C:9]=1[NH:19][C:20](=[O:36])[CH2:21][C:22](=O)[C:23]1[CH:28]=[CH:27][CH:26]=[C:25]([C:29]2[CH:34]=[N:33][CH:32]=[CH:31][N:30]=2)[CH:24]=1)(C)(C)C.C(O)(C(F)(F)F)=O. (5) Given the product [NH2:7][C:8]1[N:9]=[CH:10][C:11]([CH2:12][OH:13])=[CH:17][CH:18]=1, predict the reactants needed to synthesize it. The reactants are: [H-].[Al+3].[Li+].[H-].[H-].[H-].[NH2:7][C:8]1[CH:18]=[CH:17][C:11]([C:12](OCC)=[O:13])=[CH:10][N:9]=1.